From a dataset of Forward reaction prediction with 1.9M reactions from USPTO patents (1976-2016). Predict the product of the given reaction. (1) Given the reactants [Br:1][C:2]1[N:6]2[CH:7]=[C:8]([C:11]([OH:13])=O)[N:9]=[CH:10][C:5]2=[N:4][CH:3]=1.[F:14][C:15]1[CH:16]=[C:17]2[C:22](=[CH:23][CH:24]=1)[NH:21][C:20]([CH3:26])([CH3:25])[CH2:19][CH2:18]2.CCN(C(C)C)C(C)C, predict the reaction product. The product is: [Br:1][C:2]1[N:6]2[CH:7]=[C:8]([C:11]([N:21]3[C:22]4[C:17](=[CH:16][C:15]([F:14])=[CH:24][CH:23]=4)[CH2:18][CH2:19][C:20]3([CH3:26])[CH3:25])=[O:13])[N:9]=[CH:10][C:5]2=[N:4][CH:3]=1. (2) The product is: [NH2:20][C@@H:9]([CH2:10][C:11]1[C:16]([CH3:17])=[CH:15][C:14]([OH:18])=[CH:13][C:12]=1[CH3:19])[C:8]([N:7]([C@@H:5]([CH3:6])[CH:4]([O:50][CH2:51][CH3:52])[O:3][CH2:1][CH3:2])[CH2:39][C:40]1[CH:41]=[CH:42][CH:43]=[C:44]2[C:49]=1[N:48]=[CH:47][CH:46]=[CH:45]2)=[O:38]. Given the reactants [CH2:1]([O:3][CH:4]([O:50][CH2:51][CH3:52])[C@@H:5]([N:7]([CH2:39][C:40]1[CH:41]=[CH:42][CH:43]=[C:44]2[C:49]=1[N:48]=[CH:47][CH:46]=[CH:45]2)[C:8](=[O:38])[C@@H:9]([NH:20]C(=O)OCC1C2C=CC=CC=2C2C1=CC=CC=2)[CH2:10][C:11]1[C:16]([CH3:17])=[CH:15][C:14]([OH:18])=[CH:13][C:12]=1[CH3:19])[CH3:6])[CH3:2].N1CCCCC1, predict the reaction product. (3) Given the reactants N1C=CC=CC=1.[CH3:7][O:8][C:9]1[CH:47]=[CH:46][C:12]([C:13]([O:28][CH2:29][C@H:30]2[O:34][C@@H:33]([C:35]3[C:41](=[O:42])[NH:40][C:38](=[O:39])[N:37]([CH3:43])[CH:36]=3)[C@H:32]([OH:44])[C@@H:31]2[OH:45])([C:22]2[CH:27]=[CH:26][CH:25]=[CH:24][CH:23]=2)[C:14]2[CH:19]=[CH:18][C:17]([O:20][CH3:21])=[CH:16][CH:15]=2)=[CH:11][CH:10]=1.[Si:48](Cl)([C:51]([CH3:54])([CH3:53])[CH3:52])([CH3:50])[CH3:49], predict the reaction product. The product is: [CH3:7][O:8][C:9]1[CH:47]=[CH:46][C:12]([C:13]([O:28][CH2:29][C@H:30]2[O:34][C@@H:33]([C:35]3[C:41](=[O:42])[NH:40][C:38](=[O:39])[N:37]([CH3:43])[CH:36]=3)[C@H:32]([O:44][Si:48]([C:51]([CH3:54])([CH3:53])[CH3:52])([CH3:50])[CH3:49])[C@@H:31]2[OH:45])([C:22]2[CH:23]=[CH:24][CH:25]=[CH:26][CH:27]=2)[C:14]2[CH:19]=[CH:18][C:17]([O:20][CH3:21])=[CH:16][CH:15]=2)=[CH:11][CH:10]=1.[CH3:7][O:8][C:9]1[CH:47]=[CH:46][C:12]([C:13]([O:28][CH2:29][C@H:30]2[O:34][C@@H:33]([C:35]3[C:41](=[O:42])[NH:40][C:38](=[O:39])[N:37]([CH3:43])[CH:36]=3)[C@H:32]([OH:44])[C@@H:31]2[O:45][Si:48]([C:51]([CH3:54])([CH3:53])[CH3:52])([CH3:50])[CH3:49])([C:22]2[CH:23]=[CH:24][CH:25]=[CH:26][CH:27]=2)[C:14]2[CH:19]=[CH:18][C:17]([O:20][CH3:21])=[CH:16][CH:15]=2)=[CH:11][CH:10]=1. (4) Given the reactants Br[C:2]1[C:3]([CH3:22])=[N:4][N:5]([CH2:14][CH:15]2[CH2:20][CH2:19][C:18](=[O:21])[CH2:17][CH2:16]2)[C:6]=1[C:7]1[CH:12]=[CH:11][C:10]([F:13])=[CH:9][CH:8]=1.CC1(C)C(C)(C)OB([C:31]2[CH:32]=[CH:33][C:34]3[O:39][CH2:38][C:37](=[O:40])[NH:36][C:35]=3[CH:41]=2)O1.C(=O)([O-])[O-].[Cs+].[Cs+], predict the reaction product. The product is: [F:13][C:10]1[CH:11]=[CH:12][C:7]([C:6]2[N:5]([CH2:14][CH:15]3[CH2:20][CH2:19][C:18](=[O:21])[CH2:17][CH2:16]3)[N:4]=[C:3]([CH3:22])[C:2]=2[C:31]2[CH:32]=[CH:33][C:34]3[O:39][CH2:38][C:37](=[O:40])[NH:36][C:35]=3[CH:41]=2)=[CH:8][CH:9]=1. (5) Given the reactants [NH2:1][C:2]1[C:6]([C:7]([O:9][CH2:10][CH3:11])=[O:8])=[C:5]([CH3:12])[N:4]([C:13]2[CH:18]=[CH:17][C:16]([N+:19]([O-:21])=[O:20])=[CH:15][CH:14]=2)[N:3]=1.C(N(CC)CC)C.Cl[C:30](Cl)([O:32]C(=O)OC(Cl)(Cl)Cl)Cl.[F:41][C:42]1[C:48]([O:49][CH3:50])=[CH:47][CH:46]=[CH:45][C:43]=1[NH2:44], predict the reaction product. The product is: [F:41][C:42]1[C:48]([O:49][CH3:50])=[CH:47][CH:46]=[CH:45][C:43]=1[NH:44][C:30](=[O:32])[NH:1][C:2]1[C:6]([C:7]([O:9][CH2:10][CH3:11])=[O:8])=[C:5]([CH3:12])[N:4]([C:13]2[CH:18]=[CH:17][C:16]([N+:19]([O-:21])=[O:20])=[CH:15][CH:14]=2)[N:3]=1. (6) Given the reactants [CH3:1][C:2]1[C:11]2[CH:10]=[N:9][C:8]([NH:12][C@@H:13]3[CH2:18][CH2:17][CH2:16][CH2:15][C@@H:14]3[NH2:19])=[N:7][C:6]=2[C:5]([C:20]2[C:28]3[C:23](=[CH:24][C:25]([C:29]([F:32])([F:31])[F:30])=[CH:26][CH:27]=3)[N:22]([S:33]([C:36]3[CH:41]=[CH:40][C:39]([CH3:42])=[CH:38][CH:37]=3)(=[O:35])=[O:34])[CH:21]=2)=[CH:4][N:3]=1.[C:43]([O:47][C:48](O[C:48]([O:47][C:43]([CH3:46])([CH3:45])[CH3:44])=[O:49])=[O:49])([CH3:46])([CH3:45])[CH3:44], predict the reaction product. The product is: [C:43]([O:47][C:48](=[O:49])[NH:19][C@@H:14]1[CH2:15][CH2:16][CH2:17][CH2:18][C@@H:13]1[NH:12][C:8]1[N:9]=[CH:10][C:11]2[C:2]([CH3:1])=[N:3][CH:4]=[C:5]([C:20]3[C:28]4[C:23](=[CH:24][C:25]([C:29]([F:30])([F:32])[F:31])=[CH:26][CH:27]=4)[N:22]([S:33]([C:36]4[CH:37]=[CH:38][C:39]([CH3:42])=[CH:40][CH:41]=4)(=[O:34])=[O:35])[CH:21]=3)[C:6]=2[N:7]=1)([CH3:46])([CH3:45])[CH3:44].